This data is from Full USPTO retrosynthesis dataset with 1.9M reactions from patents (1976-2016). The task is: Predict the reactants needed to synthesize the given product. (1) Given the product [O:27]=[C:25]1[NH:24][C:23]2[CH:28]=[CH:29][C:20]([C:18]3[CH2:17][S:16][C:13]4=[N:14][N:15]=[C:11]([C:5]5[CH:6]=[CH:7][C:8]([O:9][CH3:10])=[C:3]([O:2][CH3:1])[CH:4]=5)[N:12]4[N:30]=3)=[CH:21][C:22]=2[O:26]1, predict the reactants needed to synthesize it. The reactants are: [CH3:1][O:2][C:3]1[CH:4]=[C:5]([C:11]2[N:12]([NH2:30])[C:13]([S:16][CH2:17][C:18]([C:20]3[CH:29]=[CH:28][C:23]4[NH:24][C:25](=[O:27])[O:26][C:22]=4[CH:21]=3)=O)=[N:14][N:15]=2)[CH:6]=[CH:7][C:8]=1[O:9][CH3:10].ClCC(C1C=CC2NC(=O)OC=2C=1)=O.NN1C(C2C=CC(OC)=C(OC)C=2)=NN=C1S. (2) Given the product [Cl:9][C:6]1[CH:5]=[C:4]([N+:10]([O-:12])=[O:11])[CH:3]=[C:2]([Cl:1])[C:7]=1[S:23][C:14]1[CH:15]=[CH:16][C:17]2[C:22](=[CH:21][CH:20]=[CH:19][CH:18]=2)[CH:13]=1, predict the reactants needed to synthesize it. The reactants are: [Cl:1][C:2]1[CH:3]=[C:4]([N+:10]([O-:12])=[O:11])[CH:5]=[C:6]([Cl:9])[C:7]=1Cl.[CH:13]1[C:22]2[C:17](=[CH:18][CH:19]=[CH:20][CH:21]=2)[CH:16]=[CH:15][C:14]=1[SH:23].CN(C=O)C. (3) Given the product [ClH:1].[Cl:1][C:2]1[CH:3]=[C:4]([NH:8][C:9]2[C:14]3[N:15]=[CH:16][N:17]([CH3:18])[C:13]=3[C:12]([C:19]([N:22]3[CH2:26][CH2:25][CH2:24][CH2:23]3)=[O:21])=[CH:11][N:10]=2)[CH:5]=[CH:6][CH:7]=1, predict the reactants needed to synthesize it. The reactants are: [Cl:1][C:2]1[CH:3]=[C:4]([NH:8][C:9]2[C:14]3[N:15]=[CH:16][N:17]([CH3:18])[C:13]=3[C:12]([C:19]([OH:21])=O)=[CH:11][N:10]=2)[CH:5]=[CH:6][CH:7]=1.[NH:22]1[CH2:26][CH2:25][CH2:24][CH2:23]1. (4) Given the product [CH:18]1([N:15]2[CH2:16][CH2:17][CH:12]([C:10]3[N:11]=[C:7]4[N:8]([C:3]([NH:31][CH2:32][CH2:33][NH:34][C:35]5[N:36]=[CH:37][C:38]([C:39]#[N:40])=[CH:41][CH:42]=5)=[N:4][C:5]([C:21]5[CH:26]=[CH:25][C:24]([Cl:27])=[CH:23][C:22]=5[Cl:28])=[CH:6]4)[N:9]=3)[CH2:13][CH2:14]2)[CH2:19][CH2:20]1, predict the reactants needed to synthesize it. The reactants are: Cl.Cl[C:3]1[N:8]2[N:9]=[C:10]([CH:12]3[CH2:17][CH2:16][N:15]([CH:18]4[CH2:20][CH2:19]4)[CH2:14][CH2:13]3)[N:11]=[C:7]2[CH:6]=[C:5]([C:21]2[CH:26]=[CH:25][C:24]([Cl:27])=[CH:23][C:22]=2[Cl:28])[N:4]=1.Cl.Cl.[NH2:31][CH2:32][CH2:33][NH:34][C:35]1[CH:42]=[CH:41][C:38]([C:39]#[N:40])=[CH:37][N:36]=1.C(N(CC)C(C)C)(C)C. (5) Given the product [Cl:8][C:9]1[CH:14]=[CH:13][C:12]([CH2:15][C:16]([NH:1][N:2]2[CH2:6][CH2:5][O:4][C:3]2=[O:7])=[O:17])=[CH:11][CH:10]=1, predict the reactants needed to synthesize it. The reactants are: [NH2:1][N:2]1[CH2:6][CH2:5][O:4][C:3]1=[O:7].[Cl:8][C:9]1[CH:14]=[CH:13][C:12]([CH2:15][C:16](Cl)=[O:17])=[CH:11][CH:10]=1. (6) Given the product [CH3:12][C@@H:9]1[N:8]([CH2:7][C:1]2[CH:6]=[CH:5][CH:4]=[CH:3][CH:2]=2)[C:21](=[O:22])[CH2:20][O:11][CH2:10]1, predict the reactants needed to synthesize it. The reactants are: [C:1]1([CH2:7][NH:8][C@@H:9]([CH3:12])[CH2:10][OH:11])[CH:6]=[CH:5][CH:4]=[CH:3][CH:2]=1.C([O-])([O-])=O.[K+].[K+].Cl[CH2:20][C:21](Cl)=[O:22].[OH-].[Na+]. (7) Given the product [F:1][C:2]1[CH:11]=[C:10]([F:12])[CH:9]=[C:8]2[C:3]=1[C:4]([NH:20][C:21]1[CH:22]=[N:23][CH:24]=[C:25]([N:27]3[CH2:32][CH2:31][O:30][CH2:29][CH2:28]3)[CH:26]=1)=[C:5]([CH3:19])[C:6]([N:13]1[CH2:14][CH2:15][N:16]([S:39]([C:35]3[CH:34]=[N:33][CH:38]=[CH:37][CH:36]=3)(=[O:41])=[O:40])[CH2:17][CH2:18]1)=[N:7]2, predict the reactants needed to synthesize it. The reactants are: [F:1][C:2]1[CH:11]=[C:10]([F:12])[CH:9]=[C:8]2[C:3]=1[C:4]([NH:20][C:21]1[CH:22]=[N:23][CH:24]=[C:25]([N:27]3[CH2:32][CH2:31][O:30][CH2:29][CH2:28]3)[CH:26]=1)=[C:5]([CH3:19])[C:6]([N:13]1[CH2:18][CH2:17][NH:16][CH2:15][CH2:14]1)=[N:7]2.[N:33]1[CH:38]=[CH:37][CH:36]=[C:35]([S:39](Cl)(=[O:41])=[O:40])[CH:34]=1.